This data is from NCI-60 drug combinations with 297,098 pairs across 59 cell lines. The task is: Regression. Given two drug SMILES strings and cell line genomic features, predict the synergy score measuring deviation from expected non-interaction effect. (1) Drug 1: CC(CN1CC(=O)NC(=O)C1)N2CC(=O)NC(=O)C2. Drug 2: C1=NC(=NC(=O)N1C2C(C(C(O2)CO)O)O)N. Cell line: HOP-92. Synergy scores: CSS=21.1, Synergy_ZIP=-4.92, Synergy_Bliss=-0.921, Synergy_Loewe=1.25, Synergy_HSA=1.28. (2) Drug 1: CC1C(C(=O)NC(C(=O)N2CCCC2C(=O)N(CC(=O)N(C(C(=O)O1)C(C)C)C)C)C(C)C)NC(=O)C3=C4C(=C(C=C3)C)OC5=C(C(=O)C(=C(C5=N4)C(=O)NC6C(OC(=O)C(N(C(=O)CN(C(=O)C7CCCN7C(=O)C(NC6=O)C(C)C)C)C)C(C)C)C)N)C. Drug 2: C1CCC(C(C1)N)N.C(=O)(C(=O)[O-])[O-].[Pt+4]. Cell line: NCI-H322M. Synergy scores: CSS=15.4, Synergy_ZIP=-1.10, Synergy_Bliss=1.02, Synergy_Loewe=-15.7, Synergy_HSA=-0.174. (3) Drug 1: C1=NC2=C(N1)C(=S)N=CN2. Drug 2: C1=NC2=C(N=C(N=C2N1C3C(C(C(O3)CO)O)F)Cl)N. Cell line: SW-620. Synergy scores: CSS=5.68, Synergy_ZIP=-1.45, Synergy_Bliss=-0.0382, Synergy_Loewe=0.0621, Synergy_HSA=0.154. (4) Drug 1: C1CN(P(=O)(OC1)NCCCl)CCCl. Drug 2: C(CN)CNCCSP(=O)(O)O. Cell line: HCT-15. Synergy scores: CSS=-0.263, Synergy_ZIP=-2.84, Synergy_Bliss=-6.95, Synergy_Loewe=-5.74, Synergy_HSA=-5.97. (5) Drug 1: C1=NC2=C(N1)C(=S)N=CN2. Drug 2: N.N.Cl[Pt+2]Cl. Cell line: SNB-75. Synergy scores: CSS=36.6, Synergy_ZIP=-7.21, Synergy_Bliss=-7.58, Synergy_Loewe=-17.4, Synergy_HSA=-3.14. (6) Drug 1: C1C(C(OC1N2C=C(C(=O)NC2=O)F)CO)O. Drug 2: CN(CCCl)CCCl.Cl. Cell line: RXF 393. Synergy scores: CSS=6.23, Synergy_ZIP=-3.30, Synergy_Bliss=-1.12, Synergy_Loewe=-0.174, Synergy_HSA=-1.65.